From a dataset of NCI-60 drug combinations with 297,098 pairs across 59 cell lines. Regression. Given two drug SMILES strings and cell line genomic features, predict the synergy score measuring deviation from expected non-interaction effect. Drug 1: C1=NC2=C(N=C(N=C2N1C3C(C(C(O3)CO)O)O)F)N. Drug 2: CCC(=C(C1=CC=CC=C1)C2=CC=C(C=C2)OCCN(C)C)C3=CC=CC=C3.C(C(=O)O)C(CC(=O)O)(C(=O)O)O. Cell line: OVCAR-4. Synergy scores: CSS=-0.290, Synergy_ZIP=-1.51, Synergy_Bliss=-3.13, Synergy_Loewe=-2.76, Synergy_HSA=-2.51.